Dataset: HIV replication inhibition screening data with 41,000+ compounds from the AIDS Antiviral Screen. Task: Binary Classification. Given a drug SMILES string, predict its activity (active/inactive) in a high-throughput screening assay against a specified biological target. The drug is Nc1ccc(C(=O)CC2(O)C(=O)Nc3c(Cl)cc(Cl)cc32)cc1. The result is 0 (inactive).